From a dataset of Reaction yield outcomes from USPTO patents with 853,638 reactions. Predict the reaction yield, written as a fraction of the theoretical maximum amount of product (1.0 means a 100% yield; for example, 0.34 means a 34% yield). (1) The reactants are Br[CH2:2][C:3]([O:5][CH2:6][CH3:7])=[O:4].[OH:8][C:9]1[CH:10]=[C:11]([SH:15])[CH:12]=[CH:13][CH:14]=1. No catalyst specified. The product is [OH:8][C:9]1[CH:10]=[C:11]([S:15][CH2:2][C:3]([O:5][CH2:6][CH3:7])=[O:4])[CH:12]=[CH:13][CH:14]=1. The yield is 0.410. (2) The reactants are [CH:1]([C:3]1[CH:18]=[CH:17][C:6]([O:7][C:8]2[CH:16]=[CH:15][C:11]([C:12]([NH2:14])=[O:13])=[CH:10][N:9]=2)=[C:5]([O:19][CH3:20])[CH:4]=1)=O.[CH3:21][C:22]1[CH:30]=[CH:29][CH:28]=[CH:27][C:23]=1[CH2:24][CH2:25][NH2:26]. No catalyst specified. The product is [CH3:20][O:19][C:5]1[CH:4]=[C:3]([CH2:1][NH:26][CH2:25][CH2:24][C:23]2[CH:27]=[CH:28][CH:29]=[CH:30][C:22]=2[CH3:21])[CH:18]=[CH:17][C:6]=1[O:7][C:8]1[CH:16]=[CH:15][C:11]([C:12]([NH2:14])=[O:13])=[CH:10][N:9]=1. The yield is 0.812. (3) The reactants are OC(C(F)(F)F)=O.[NH:8]1[CH2:11][CH:10]([C:12]2[CH:33]=[CH:32][C:15]3[C:16]4[N:17]=[C:18]([C:24]5[N:25]([CH:29]([CH3:31])[CH3:30])[N:26]=[CH:27][N:28]=5)[S:19][C:20]=4[CH2:21][CH2:22][O:23][C:14]=3[CH:13]=2)[CH2:9]1.C(N(C(C)C)CC)(C)C.CN(C(ON1N=NC2C=CC=NC1=2)=[N+](C)C)C.F[P-](F)(F)(F)(F)F.[C:67](O)(=[O:71])[C@@H:68]([CH3:70])[OH:69]. The catalyst is C1COCC1. The product is [OH:69][C@H:68]([CH3:70])[C:67]([N:8]1[CH2:11][CH:10]([C:12]2[CH:33]=[CH:32][C:15]3[C:16]4[N:17]=[C:18]([C:24]5[N:25]([CH:29]([CH3:31])[CH3:30])[N:26]=[CH:27][N:28]=5)[S:19][C:20]=4[CH2:21][CH2:22][O:23][C:14]=3[CH:13]=2)[CH2:9]1)=[O:71]. The yield is 0.320.